Dataset: Forward reaction prediction with 1.9M reactions from USPTO patents (1976-2016). Task: Predict the product of the given reaction. (1) Given the reactants Br[C:2]1[CH:7]=[CH:6][CH:5]=[C:4]([CH3:8])[N:3]=1.[C:9]([Si:11]([CH3:14])([CH3:13])[CH3:12])#[CH:10].O, predict the reaction product. The product is: [CH3:12][Si:11]([CH3:14])([CH3:13])[C:9]#[C:10][C:2]1[CH:7]=[CH:6][CH:5]=[C:4]([CH3:8])[N:3]=1. (2) Given the reactants [C:1]1(=[O:7])[O:6][C:4](=[O:5])[CH2:3][CH2:2]1.[F:8][C:9]1[CH:14]=[CH:13][CH:12]=[CH:11][CH:10]=1.[Cl-].[Al+3].[Cl-].[Cl-], predict the reaction product. The product is: [F:8][C:9]1[CH:14]=[CH:13][C:12]([C:1](=[O:7])[CH2:2][CH2:3][C:4]([OH:6])=[O:5])=[CH:11][CH:10]=1. (3) Given the reactants C([O:3][C:4]([CH:6]1[CH2:11][O:10][C:9]([CH3:13])([CH3:12])[O:8][CH2:7]1)=O)C.[H-].[Al+3].[Li+].[H-].[H-].[H-].O.O.O.O.O.O.O.O.O.O.S([O-])([O-])(=O)=O.[Na+].[Na+].[Cl-].[Na+], predict the reaction product. The product is: [CH3:12][C:9]1([CH3:13])[O:10][CH2:11][CH:6]([CH2:4][OH:3])[CH2:7][O:8]1. (4) Given the reactants [CH2:1]([NH:8][C:9](=[O:12])[CH2:10][NH2:11])[C:2]1[CH:7]=[CH:6][CH:5]=[CH:4][CH:3]=1.[CH3:13][C:14]([CH3:16])=O.C(N(CC)CC)C, predict the reaction product. The product is: [CH2:1]([N:8]1[C:9](=[O:12])[CH2:10][NH:11][C:14]1([CH3:16])[CH3:13])[C:2]1[CH:7]=[CH:6][CH:5]=[CH:4][CH:3]=1. (5) Given the reactants [CH2:1]1[CH:9]2[CH:4]([CH2:5][CH2:6][CH2:7][CH2:8]2)[CH2:3][CH:2]1[N:10]1[CH2:26][CH2:25][C:13]2([N:17]([C:18]3[CH:23]=[CH:22][CH:21]=[CH:20][CH:19]=3)[CH2:16][CH2:15][CH:14]2[OH:24])[CH2:12][CH2:11]1.[C:27]([O-:34])(=[O:33])/[CH:28]=[CH:29]/[C:30]([O-:32])=[O:31].C(O)(=O)/C=C/C(O)=O, predict the reaction product. The product is: [C:27]([OH:34])(=[O:33])/[CH:28]=[CH:29]/[C:30]([OH:32])=[O:31].[CH2:1]1[CH:9]2[CH:4]([CH2:5][CH2:6][CH2:7][CH2:8]2)[CH2:3][CH:2]1[N:10]1[CH2:26][CH2:25][C:13]2([N:17]([C:18]3[CH:23]=[CH:22][CH:21]=[CH:20][CH:19]=3)[CH2:16][CH2:15][C:14]2=[O:24])[CH2:12][CH2:11]1. (6) Given the reactants [F:1][C:2]1[CH:7]=[CH:6][C:5]([OH:8])=[C:4]([C:9]([OH:17])([CH3:16])[CH2:10][N:11]2[CH:15]=[CH:14][N:13]=[CH:12]2)[CH:3]=1.[Cl:18][C:19]1[CH:26]=[C:25]([Cl:27])[CH:24]=[CH:23][C:20]=1[CH2:21]Cl, predict the reaction product. The product is: [Cl:18][C:19]1[CH:26]=[C:25]([Cl:27])[CH:24]=[CH:23][C:20]=1[CH2:21][O:8][C:5]1[CH:6]=[CH:7][C:2]([F:1])=[CH:3][C:4]=1[C:9]([OH:17])([CH3:16])[CH2:10][N:11]1[CH:15]=[CH:14][N:13]=[CH:12]1. (7) Given the reactants [CH3:1][O:2][C:3]1[CH:4]=[C:5]2[C:10](=[CH:11][C:12]=1[O:13][CH2:14][CH2:15][O:16][CH3:17])[N:9]=[CH:8][N:7]=[C:6]2[S:18][C:19]1[CH:20]=[C:21]([CH:23]=[CH:24][CH:25]=1)[NH2:22].[C:26]([C:30]1[CH:34]=[C:33]([NH:35][C:36](=O)[O:37]C2C=CC=CC=2)[N:32]([C:45]2[CH:46]=[C:47]([CH3:51])[CH:48]=[CH:49][CH:50]=2)[N:31]=1)([CH3:29])([CH3:28])[CH3:27], predict the reaction product. The product is: [C:26]([C:30]1[CH:34]=[C:33]([NH:35][C:36]([NH:22][C:21]2[CH:23]=[CH:24][CH:25]=[C:19]([S:18][C:6]3[C:5]4[C:10](=[CH:11][C:12]([O:13][CH2:14][CH2:15][O:16][CH3:17])=[C:3]([O:2][CH3:1])[CH:4]=4)[N:9]=[CH:8][N:7]=3)[CH:20]=2)=[O:37])[N:32]([C:45]2[CH:46]=[C:47]([CH3:51])[CH:48]=[CH:49][CH:50]=2)[N:31]=1)([CH3:29])([CH3:28])[CH3:27].